From a dataset of Peptide-MHC class I binding affinity with 185,985 pairs from IEDB/IMGT. Regression. Given a peptide amino acid sequence and an MHC pseudo amino acid sequence, predict their binding affinity value. This is MHC class I binding data. (1) The peptide sequence is VSIMIEEVMR. The MHC is HLA-A68:01 with pseudo-sequence HLA-A68:01. The binding affinity (normalized) is 0.509. (2) The peptide sequence is LQYEGGAAL. The MHC is HLA-A23:01 with pseudo-sequence HLA-A23:01. The binding affinity (normalized) is 0. (3) The peptide sequence is SPYYIRKESY. The MHC is HLA-B54:01 with pseudo-sequence HLA-B54:01. The binding affinity (normalized) is 0.399. (4) The peptide sequence is DHQAAFQYI. The MHC is HLA-A32:01 with pseudo-sequence HLA-A32:01. The binding affinity (normalized) is 0.